Dataset: Catalyst prediction with 721,799 reactions and 888 catalyst types from USPTO. Task: Predict which catalyst facilitates the given reaction. (1) Reactant: C(OC(=O)[NH:10][C@@H:11]([C:22](=[O:27])[N:23]([O:25][CH3:26])[CH3:24])[CH2:12][C:13]1[CH:18]=[C:17]([F:19])[C:16]([F:20])=[CH:15][C:14]=1[F:21])C1C=CC=CC=1.[C:37](O[C:37]([O:39][C:40]([CH3:43])([CH3:42])[CH3:41])=[O:38])([O:39][C:40]([CH3:43])([CH3:42])[CH3:41])=[O:38]. Product: [C:40]([O:39][C:37](=[O:38])[NH:10][C@@H:11]([C:22](=[O:27])[N:23]([O:25][CH3:26])[CH3:24])[CH2:12][C:13]1[CH:18]=[C:17]([F:19])[C:16]([F:20])=[CH:15][C:14]=1[F:21])([CH3:41])([CH3:42])[CH3:43]. The catalyst class is: 19. (2) Reactant: [CH3:1][O:2][C:3]1[CH:4]=[C:5]2[C:13](=[CH:14][CH:15]=1)[NH:12][C:11]1[C:10]3[CH:16]=[CH:17][CH:18]=[CH:19][C:9]=3[O:8][CH2:7][C:6]2=1.[O:20](C(C)(C)C)[K].O=O. Product: [CH3:1][O:2][C:3]1[CH:4]=[C:5]2[C:13](=[CH:14][CH:15]=1)[NH:12][C:11]1[C:10]3[CH:16]=[CH:17][CH:18]=[CH:19][C:9]=3[O:8][CH:7]([OH:20])[C:6]2=1. The catalyst class is: 3. (3) The catalyst class is: 5. Reactant: [Br:1][C:2]1[CH:7]=[CH:6][C:5]([C:8](=[O:13])[C:9]([F:12])([F:11])[F:10])=[CH:4][CH:3]=1.[BH4-].[Na+].[Cl-].[NH4+]. Product: [Br:1][C:2]1[CH:7]=[CH:6][C:5]([CH:8]([OH:13])[C:9]([F:11])([F:12])[F:10])=[CH:4][CH:3]=1. (4) Reactant: [CH:1]([C:3]1[CH:8]=[CH:7][C:6]([C:9]2[CH:14]=[CH:13][C:12]([CH2:15][CH2:16][C:17]([C:19]3[O:20][C:21]([C:24]4[N:29]=[C:28]([C:30]([O:32][CH3:33])=[O:31])[CH:27]=[CH:26][CH:25]=4)=[CH:22][N:23]=3)=[O:18])=[CH:11][CH:10]=2)=[CH:5][CH:4]=1)=O.[NH:34]1[CH2:39][CH2:38][S:37][CH2:36][CH2:35]1.[BH-](OC(C)=O)(OC(C)=O)OC(C)=O.[Na+]. Product: [S:37]1[CH2:38][CH2:39][N:34]([CH2:1][C:3]2[CH:8]=[CH:7][C:6]([C:9]3[CH:14]=[CH:13][C:12]([CH2:15][CH2:16][C:17]([C:19]4[O:20][C:21]([C:24]5[N:29]=[C:28]([C:30]([O:32][CH3:33])=[O:31])[CH:27]=[CH:26][CH:25]=5)=[CH:22][N:23]=4)=[O:18])=[CH:11][CH:10]=3)=[CH:5][CH:4]=2)[CH2:35][CH2:36]1. The catalyst class is: 68.